Dataset: Reaction yield outcomes from USPTO patents with 853,638 reactions. Task: Predict the reaction yield, written as a fraction of the theoretical maximum amount of product (1.0 means a 100% yield; for example, 0.34 means a 34% yield). The reactants are C([O:3][C:4](=[O:38])[C:5]1[CH:10]=[CH:9][C:8]([O:11][CH2:12][CH:13]([N:20]2[C:24]3[CH:25]=[C:26]([F:30])[C:27]([F:29])=[CH:28][C:23]=3[N:22]=[C:21]2[C:31]2[CH:36]=[CH:35][C:34]([Cl:37])=[CH:33][CH:32]=2)[CH:14]2[CH2:19][CH2:18][CH2:17][CH2:16][CH2:15]2)=[CH:7][CH:6]=1)C.O.[OH-].[Li+].O. The catalyst is O1CCOCC1. The product is [Cl:37][C:34]1[CH:33]=[CH:32][C:31]([C:21]2[N:20]([CH:13]([CH:14]3[CH2:19][CH2:18][CH2:17][CH2:16][CH2:15]3)[CH2:12][O:11][C:8]3[CH:9]=[CH:10][C:5]([C:4]([OH:38])=[O:3])=[CH:6][CH:7]=3)[C:24]3[CH:25]=[C:26]([F:30])[C:27]([F:29])=[CH:28][C:23]=3[N:22]=2)=[CH:36][CH:35]=1. The yield is 0.940.